The task is: Regression/Classification. Given a drug SMILES string, predict its absorption, distribution, metabolism, or excretion properties. Task type varies by dataset: regression for continuous measurements (e.g., permeability, clearance, half-life) or binary classification for categorical outcomes (e.g., BBB penetration, CYP inhibition). Dataset: b3db_classification.. This data is from Blood-brain barrier permeability classification from the B3DB database. The drug is Cc1nnc2n1-c1ccc(Cl)cc1C(c1ccccc1Cl)=NC2. The result is 1 (penetrates BBB).